From a dataset of Reaction yield outcomes from USPTO patents with 853,638 reactions. Predict the reaction yield, written as a fraction of the theoretical maximum amount of product (1.0 means a 100% yield; for example, 0.34 means a 34% yield). The reactants are [N:1]1([C:7]2[C:8]3[S:28][C:27]([CH2:29][N:30]4[CH2:35][CH2:34][N:33]([C:36]([CH3:41])([CH3:40])[C:37]([NH2:39])=[O:38])[CH2:32][CH2:31]4)=[CH:26][C:9]=3[N:10]=[C:11]([Sn](CCCC)(CCCC)CCCC)[N:12]=2)[CH2:6][CH2:5][O:4][CH2:3][CH2:2]1.Br[C:43]1[C:48]2[CH:49]=[CH:50][NH:51][C:47]=2[CH:46]=[C:45]([CH3:52])[N:44]=1. The catalyst is O1CCOCC1.C1C=CC([P]([Pd]([P](C2C=CC=CC=2)(C2C=CC=CC=2)C2C=CC=CC=2)([P](C2C=CC=CC=2)(C2C=CC=CC=2)C2C=CC=CC=2)[P](C2C=CC=CC=2)(C2C=CC=CC=2)C2C=CC=CC=2)(C2C=CC=CC=2)C2C=CC=CC=2)=CC=1.S1C=CC=C1C([O-])=O.[Cu+]. The product is [CH3:40][C:36]([N:33]1[CH2:32][CH2:31][N:30]([CH2:29][C:27]2[S:28][C:8]3[C:7]([N:1]4[CH2:2][CH2:3][O:4][CH2:5][CH2:6]4)=[N:12][C:11]([C:43]4[C:48]5[CH:49]=[CH:50][NH:51][C:47]=5[CH:46]=[C:45]([CH3:52])[N:44]=4)=[N:10][C:9]=3[CH:26]=2)[CH2:35][CH2:34]1)([CH3:41])[C:37]([NH2:39])=[O:38]. The yield is 0.220.